Dataset: Forward reaction prediction with 1.9M reactions from USPTO patents (1976-2016). Task: Predict the product of the given reaction. (1) Given the reactants [NH2:1][C:2]1[C:3]2[N:4]([C:8]([C@@H:26]3[CH2:30][CH2:29][CH2:28][NH:27]3)=[N:9][C:10]=2[C:11]2[CH:25]=[CH:24][C:14]([C:15]([NH:17][C:18]3[CH:23]=[CH:22][CH:21]=[CH:20][N:19]=3)=[O:16])=[CH:13][CH:12]=2)[CH:5]=[CH:6][N:7]=1.[CH3:31][N:32]([CH3:39])[CH2:33][C:34]#[C:35][C:36](O)=[O:37], predict the reaction product. The product is: [NH2:1][C:2]1[C:3]2[N:4]([C:8]([C@@H:26]3[CH2:30][CH2:29][CH2:28][N:27]3[C:36](=[O:37])[C:35]#[C:34][CH2:33][N:32]([CH3:39])[CH3:31])=[N:9][C:10]=2[C:11]2[CH:25]=[CH:24][C:14]([C:15]([NH:17][C:18]3[CH:23]=[CH:22][CH:21]=[CH:20][N:19]=3)=[O:16])=[CH:13][CH:12]=2)[CH:5]=[CH:6][N:7]=1. (2) Given the reactants [CH:1]1([N:6]2[CH2:12][C:11]([F:14])([F:13])[C:10](=[O:15])[N:9]([CH3:16])[C:8]3[CH:17]=[N:18][C:19]([NH:21][C:22]4[CH:30]=[CH:29][C:25]([C:26](O)=[O:27])=[CH:24][C:23]=4[O:31][CH3:32])=[N:20][C:7]2=3)[CH2:5][CH2:4][CH2:3][CH2:2]1.F[P-](F)(F)(F)(F)F.CN(C(N(C)C)=[N+]1C2C(=NC=CC=2)[N+]([O-])=N1)C.ClCCl.[NH2:60][CH2:61][CH2:62][CH2:63][N:64]1[CH2:69][CH2:68][N:67]([CH2:70][CH2:71][OH:72])[CH2:66][CH2:65]1, predict the reaction product. The product is: [CH:1]1([N:6]2[CH2:12][C:11]([F:14])([F:13])[C:10](=[O:15])[N:9]([CH3:16])[C:8]3[CH:17]=[N:18][C:19]([NH:21][C:22]4[CH:30]=[CH:29][C:25]([C:26]([NH:60][CH2:61][CH2:62][CH2:63][N:64]5[CH2:65][CH2:66][N:67]([CH2:70][CH2:71][OH:72])[CH2:68][CH2:69]5)=[O:27])=[CH:24][C:23]=4[O:31][CH3:32])=[N:20][C:7]2=3)[CH2:2][CH2:3][CH2:4][CH2:5]1. (3) Given the reactants [N:1]([CH2:4][CH2:5][C:6]1[CH:7]=[C:8]([C:12]2[N:16]=[CH:15][N:14]([C:17]3[CH:22]=[CH:21][C:20]([O:23][C:24]([F:27])([F:26])[F:25])=[CH:19][CH:18]=3)[N:13]=2)[CH:9]=[CH:10][CH:11]=1)=[C:2]=[O:3].[CH:28]([C:31]1[CH:36]=[C:35]([CH3:37])[CH:34]=[CH:33][C:32]=1[NH:38][C:39]([NH2:41])=[S:40])([CH3:30])[CH3:29], predict the reaction product. The product is: [CH:28]([C:31]1[CH:36]=[C:35]([CH3:37])[CH:34]=[CH:33][C:32]=1[NH:38][C:39]([NH:41][C:2]([NH:1][CH2:4][CH2:5][C:6]1[CH:11]=[CH:10][CH:9]=[C:8]([C:12]2[N:16]=[CH:15][N:14]([C:17]3[CH:22]=[CH:21][C:20]([O:23][C:24]([F:26])([F:25])[F:27])=[CH:19][CH:18]=3)[N:13]=2)[CH:7]=1)=[O:3])=[S:40])([CH3:30])[CH3:29]. (4) Given the reactants [CH2:1]([N:8]1[CH:12]=[CH:11][N:10]=[C:9]1[CH:13]1[C:22](=O)[C:21]2[C:20]([C:24]([O:26]C)=O)=[CH:19][CH:18]=[CH:17][C:16]=2[NH:15][CH:14]1[C:28]1[CH:33]=[CH:32][CH:31]=[CH:30][CH:29]=1)[C:2]1[CH:7]=[CH:6][CH:5]=[CH:4][CH:3]=1.O.[NH2:35][NH2:36], predict the reaction product. The product is: [CH2:1]([N:8]1[CH:12]=[CH:11][N:10]=[C:9]1[CH:13]1[C:22]2=[N:35][NH:36][C:24](=[O:26])[C:20]3[CH:19]=[CH:18][CH:17]=[C:16]([C:21]=32)[NH:15][CH:14]1[C:28]1[CH:29]=[CH:30][CH:31]=[CH:32][CH:33]=1)[C:2]1[CH:3]=[CH:4][CH:5]=[CH:6][CH:7]=1. (5) Given the reactants [CH3:1][O:2][C:3]1[CH:4]=[C:5]([CH2:11][CH2:12][NH:13][C:14](=O)[CH2:15][C:16]2[CH:25]=[CH:24][C:23]3[C:18](=[CH:19][CH:20]=[CH:21][CH:22]=3)[CH:17]=2)[CH:6]=[CH:7][C:8]=1[O:9][CH3:10].O=P(Cl)(Cl)[Cl:29], predict the reaction product. The product is: [ClH:29].[CH3:1][O:2][C:3]1[CH:4]=[C:5]2[C:6](=[CH:7][C:8]=1[O:9][CH3:10])[C:14]([CH2:15][C:16]1[CH:25]=[CH:24][C:23]3[C:18](=[CH:19][CH:20]=[CH:21][CH:22]=3)[CH:17]=1)=[N:13][CH2:12][CH2:11]2. (6) Given the reactants [NH2:1][C:2]1[CH:7]=[CH:6][CH:5]=[CH:4][C:3]=1[C:8](=[O:10])[CH3:9].C([N:13]([CH2:16][CH3:17])[CH2:14][CH3:15])C.C(Cl)C1C=CN=CC=1.[O:26]1CC[CH2:28][CH2:27]1, predict the reaction product. The product is: [C:8]([C:3]1[CH:4]=[CH:5][CH:6]=[CH:7][C:2]=1[NH:1][C:27](=[O:26])[C:28]1[CH:15]=[CH:14][N:13]=[CH:16][CH:17]=1)(=[O:10])[CH3:9]. (7) Given the reactants [Cl:1][C:2]1[CH:7]=[C:6]([CH3:8])[C:5]([N+:9]([O-:11])=[O:10])=[CH:4][N:3]=1.CO[CH:14](OC)[N:15]([CH3:17])[CH3:16], predict the reaction product. The product is: [Cl:1][C:2]1[CH:7]=[C:6](/[CH:8]=[CH:14]/[N:15]([CH3:17])[CH3:16])[C:5]([N+:9]([O-:11])=[O:10])=[CH:4][N:3]=1. (8) Given the reactants [CH3:1][N:2]1[CH:6]=[C:5]([N+:7]([O-])=O)[N:4]=[CH:3]1.[Cl:10][C:11]1[N:20]=[C:19](Cl)[C:18]2[C:13](=[CH:14][C:15]([O:22][CH3:23])=[CH:16][CH:17]=2)[N:12]=1.CCN(C(C)C)C(C)C, predict the reaction product. The product is: [Cl:10][C:11]1[N:20]=[C:19]([NH:7][C:5]2[N:4]=[CH:3][N:2]([CH3:1])[CH:6]=2)[C:18]2[C:13](=[CH:14][C:15]([O:22][CH3:23])=[CH:16][CH:17]=2)[N:12]=1. (9) Given the reactants [Cl:1][C:2]1[CH:3]=[CH:4][C:5]([N:16]2[CH:20]=[C:19]([Cl:21])[N:18]=[N:17]2)=[C:6]([C:8]2[CH:13]=[C:12]([O:14][CH3:15])[N:11]=[CH:10][N:9]=2)[CH:7]=1.Cl[C:23]1C=CC(N2C=C([Si](C)(C)C)N=N2)=C(C2C(C)=C(OC)N=CN=2)C=1, predict the reaction product. The product is: [Cl:1][C:2]1[CH:3]=[CH:4][C:5]([N:16]2[CH:20]=[C:19]([Cl:21])[N:18]=[N:17]2)=[C:6]([C:8]2[C:13]([CH3:23])=[C:12]([O:14][CH3:15])[N:11]=[CH:10][N:9]=2)[CH:7]=1.